Dataset: NCI-60 drug combinations with 297,098 pairs across 59 cell lines. Task: Regression. Given two drug SMILES strings and cell line genomic features, predict the synergy score measuring deviation from expected non-interaction effect. Drug 1: CC(CN1CC(=O)NC(=O)C1)N2CC(=O)NC(=O)C2. Drug 2: CC1=C(C(CCC1)(C)C)C=CC(=CC=CC(=CC(=O)O)C)C. Cell line: HCC-2998. Synergy scores: CSS=8.66, Synergy_ZIP=-1.71, Synergy_Bliss=3.46, Synergy_Loewe=1.88, Synergy_HSA=1.72.